From a dataset of Forward reaction prediction with 1.9M reactions from USPTO patents (1976-2016). Predict the product of the given reaction. (1) Given the reactants [O:1]([C:8]1[CH:14]=[CH:13][CH:12]=[CH:11][C:9]=1[NH2:10])[C:2]1[CH:7]=[CH:6][CH:5]=[CH:4][CH:3]=1.[I:15][C:16]1[CH:17]=[C:18]([CH:22]=[CH:23][C:24]=1[C:25]([O:27][CH3:28])=[O:26])[C:19](O)=[O:20].F[P-](F)(F)(F)(F)F.N1(O[P+](N(C)C)(N(C)C)N(C)C)C2C=CC=CC=2N=N1.O, predict the reaction product. The product is: [I:15][C:16]1[CH:17]=[C:18]([C:19](=[O:20])[NH:10][C:9]2[CH:11]=[CH:12][CH:13]=[CH:14][C:8]=2[O:1][C:2]2[CH:3]=[CH:4][CH:5]=[CH:6][CH:7]=2)[CH:22]=[CH:23][C:24]=1[C:25]([O:27][CH3:28])=[O:26]. (2) Given the reactants [CH2:1]([C:8]1([OH:34])[CH2:13][CH2:12][N:11]([CH2:14][CH2:15][NH:16][C:17]([NH:19][C:20]2[CH:25]=[CH:24][N:23]=[C:22](/[CH:26]=[CH:27]/[C:28]3[CH:33]=[CH:32][CH:31]=[CH:30][CH:29]=3)[CH:21]=2)=[O:18])[CH2:10][CH2:9]1)[C:2]1[CH:7]=[CH:6][CH:5]=[CH:4][CH:3]=1, predict the reaction product. The product is: [CH2:1]([C:8]1([OH:34])[CH2:13][CH2:12][N:11]([CH2:14][CH2:15][NH:16][C:17]([NH:19][C:20]2[CH:25]=[CH:24][N:23]=[C:22]([CH2:26][CH2:27][C:28]3[CH:29]=[CH:30][CH:31]=[CH:32][CH:33]=3)[CH:21]=2)=[O:18])[CH2:10][CH2:9]1)[C:2]1[CH:7]=[CH:6][CH:5]=[CH:4][CH:3]=1. (3) Given the reactants Br[C:2]1[CH:3]=[C:4]2[C:9](=[CH:10][CH:11]=1)[N:8]=[C:7]([C:12]1[CH:13]=[N:14][CH:15]=[CH:16][CH:17]=1)[N:6]=[C:5]2[NH:18][C:19]1[CH:24]=[CH:23][C:22]([F:25])=[C:21]([Cl:26])[CH:20]=1.[N:27]1([CH2:32][CH2:33][CH2:34][NH2:35])[CH2:31][CH2:30][CH2:29][CH2:28]1.N1CCC[C@H]1C(O)=O.C(=O)([O-])[O-].[K+].[K+], predict the reaction product. The product is: [Cl:26][C:21]1[CH:20]=[C:19]([NH:18][C:5]2[C:4]3[C:9](=[CH:10][CH:11]=[C:2]([NH:35][CH2:34][CH2:33][CH2:32][N:27]4[CH2:31][CH2:30][CH2:29][CH2:28]4)[CH:3]=3)[N:8]=[C:7]([C:12]3[CH:13]=[N:14][CH:15]=[CH:16][CH:17]=3)[N:6]=2)[CH:24]=[CH:23][C:22]=1[F:25]. (4) Given the reactants O.[Cl:2][Si](C)(C)C.[F:7][C:8]1[CH:17]=[C:16]([F:18])[CH:15]=[C:14]2[C:9]=1[CH2:10][N:11]([CH:19]1[CH2:23][C:22](=[O:24])[NH:21][C:20]1=[O:25])[CH:12]=[N:13]2, predict the reaction product. The product is: [ClH:2].[F:7][C:8]1[CH:17]=[C:16]([F:18])[CH:15]=[C:14]2[C:9]=1[CH2:10][N:11]([CH:19]1[CH2:23][C:22](=[O:24])[NH:21][C:20]1=[O:25])[CH:12]=[N:13]2. (5) Given the reactants [Cl:1][C:2]1[CH:3]=[C:4]2[C:8](=[CH:9][CH:10]=1)[NH:7][CH:6]=[C:5]2[CH2:11][CH2:12][NH:13][C:14](=[O:22])[C:15]1[CH:20]=[CH:19][C:18](I)=[CH:17][CH:16]=1.[CH3:23][C:24]1[CH:29]=[CH:28][CH:27]=[C:26]([CH3:30])[C:25]=1B(O)O.C(=O)([O-])[O-].[Na+].[Na+], predict the reaction product. The product is: [Cl:1][C:2]1[CH:3]=[C:4]2[C:8](=[CH:9][CH:10]=1)[NH:7][CH:6]=[C:5]2[CH2:11][CH2:12][NH:13][C:14]([C:15]1[CH:20]=[CH:19][C:18]([C:25]2[C:26]([CH3:30])=[CH:27][CH:28]=[CH:29][C:24]=2[CH3:23])=[CH:17][CH:16]=1)=[O:22]. (6) The product is: [C:3]1([C:19]2[NH:18][CH:20]=[C:2]([C:3]3[CH:4]=[CH:5][C:6]([O:14][CH3:11])=[CH:7][CH:8]=3)[N:10]=2)[CH:8]=[CH:7][CH:6]=[CH:5][CH:4]=1. Given the reactants Cl.[C:2]([NH2:10])(=N)[C:3]1[CH:8]=[CH:7][CH:6]=[CH:5][CH:4]=1.[C:11](=[O:14])([O-])[O-].[K+].[K+].C[N:18]([CH:20]=O)[CH3:19], predict the reaction product. (7) Given the reactants [Cl-:1].OC(C1SC=CC=1)(C1SC=CC=1)C(O[C@@H]1C2CC[N+]([CH2:15][C:16](=[O:24])[NH:17][C:18]3C=N[CH:21]=[CH:20][N:19]=3)(CC2)C1)=O.[N:35]1C=CN=[CH:37][C:36]=1N.[N:42]12[CH2:49][CH2:48][CH:45]([CH2:46][CH2:47]1)[C@@H:44]([O:50][C:51](=[O:66])[C:52]([OH:65])([C:59]1[CH:64]=[CH:63][CH:62]=[CH:61][CH:60]=1)[C:53]1[CH:58]=[CH:57][CH:56]=[CH:55][CH:54]=1)[CH2:43]2.CC1C=CN=C(N)N=1, predict the reaction product. The product is: [Cl-:1].[OH:65][C:52]([C:53]1[CH:58]=[CH:57][CH:56]=[CH:55][CH:54]=1)([C:59]1[CH:64]=[CH:63][CH:62]=[CH:61][CH:60]=1)[C:51]([O:50][C@@H:44]1[CH:45]2[CH2:46][CH2:47][N+:42]([CH2:15][C:16](=[O:24])[NH:17][C:18]3[N:19]=[C:20]([CH3:21])[CH:37]=[CH:36][N:35]=3)([CH2:49][CH2:48]2)[CH2:43]1)=[O:66].